From a dataset of Forward reaction prediction with 1.9M reactions from USPTO patents (1976-2016). Predict the product of the given reaction. (1) The product is: [OH:12][CH2:11][CH2:10][C:9]([O:21][CH:19]([CH3:20])[CH3:18])=[O:8]. Given the reactants C([O:8][CH2:9][CH2:10][C:11](O)=[O:12])C1C=CC=CC=1.S(Cl)(Cl)=O.[CH3:18][CH:19]([OH:21])[CH3:20], predict the reaction product. (2) Given the reactants [Cl:1][C:2]1[CH:3]=[C:4]([NH:8][C:9]2[N:14]=[C:13](Cl)[CH:12]=[CH:11][N:10]=2)[CH:5]=[CH:6][CH:7]=1.[NH:16]1[C:25]2[CH:24]=[CH:23][CH:22]=[C:21](O)[C:20]=2[CH2:19][CH2:18][CH2:17]1, predict the reaction product. The product is: [ClH:1].[Cl:1][C:2]1[CH:3]=[C:4]([NH:8][C:9]2[N:14]=[C:13]([N:16]3[C:25]4[C:20](=[CH:21][CH:22]=[CH:23][CH:24]=4)[CH2:19][CH2:18][CH2:17]3)[CH:12]=[CH:11][N:10]=2)[CH:5]=[CH:6][CH:7]=1. (3) Given the reactants [Br:1][C:2]1[C:3]2[CH2:13][S:12][CH2:11][C:4]=2[S:5][C:6]=1[C:7]([O:9]C)=[O:8].O.[Li+].[OH-], predict the reaction product. The product is: [Br:1][C:2]1[C:3]2[CH2:13][S:12][CH2:11][C:4]=2[S:5][C:6]=1[C:7]([OH:9])=[O:8]. (4) Given the reactants C[C:2]1[CH:3]=[CH:4][C:5]([N:11]2[N:15]=[CH:14][CH:13]=[N:12]2)=[C:6]([CH:10]=1)[C:7]([OH:9])=[O:8].BrC1C=CC([Cl:26])=CC=1C(O)=O, predict the reaction product. The product is: [Cl:26][C:2]1[CH:3]=[CH:4][C:5]([N:11]2[N:15]=[CH:14][CH:13]=[N:12]2)=[C:6]([CH:10]=1)[C:7]([OH:9])=[O:8]. (5) Given the reactants [NH2:1][C:2]1[CH:10]=[CH:9][C:8]([Br:11])=[CH:7][C:3]=1[C:4](O)=[O:5].O.[CH:13]([NH2:15])=O, predict the reaction product. The product is: [Br:11][C:8]1[CH:7]=[C:3]2[C:2](=[CH:10][CH:9]=1)[N:1]=[CH:13][N:15]=[C:4]2[OH:5]. (6) The product is: [Cl:1][C:2]1[CH:3]=[CH:4][C:5]2[N:11]3[CH:12]=[CH:13][CH:14]=[C:10]3[C@@H:9]([CH2:15][CH2:16][N:17]3[N:21]=[N:20][C:19]([C:22](=[N:28][O:29][CH3:30])[C:23]([OH:25])=[O:24])=[N:18]3)[O:8][C@H:7]([C:31]3[CH:36]=[CH:35][CH:34]=[C:33]([O:37][CH3:38])[C:32]=3[O:39][CH3:40])[C:6]=2[CH:41]=1. Given the reactants [Cl:1][C:2]1[CH:3]=[CH:4][C:5]2[N:11]3[CH:12]=[CH:13][CH:14]=[C:10]3[C@@H:9]([CH2:15][CH2:16][N:17]3[N:21]=[N:20][C:19]([C:22](=[N:28][O:29][CH3:30])[C:23]([O:25]CC)=[O:24])=[N:18]3)[O:8][C@H:7]([C:31]3[CH:36]=[CH:35][CH:34]=[C:33]([O:37][CH3:38])[C:32]=3[O:39][CH3:40])[C:6]=2[CH:41]=1.C(=O)([O-])[O-].[K+].[K+], predict the reaction product. (7) The product is: [Cl:17][C:18]1[CH:23]=[CH:22][C:21]([C:2]2[CH:3]=[CH:4][C:5]([C:8](=[O:16])[CH2:9][C:10]3[CH:11]=[N:12][CH:13]=[N:14][CH:15]=3)=[N:6][CH:7]=2)=[CH:20][CH:19]=1. Given the reactants Br[C:2]1[CH:3]=[CH:4][C:5]([C:8](=[O:16])[CH2:9][C:10]2[CH:11]=[N:12][CH:13]=[N:14][CH:15]=2)=[N:6][CH:7]=1.[Cl:17][C:18]1[CH:23]=[CH:22][C:21](B(O)O)=[CH:20][CH:19]=1.C([O-])([O-])=O.[Na+].[Na+].N#N, predict the reaction product. (8) Given the reactants [S:1]1[CH:5]=[CH:4][C:3]([C:6]2([CH:14]=[CH:13][CH:12]=[CH:11][CH2:10]2)[CH2:7][CH2:8][OH:9])=[CH:2]1.[C:15](OC(=O)C)(=[O:17])[CH3:16], predict the reaction product. The product is: [C:15]([O:9][CH2:8][CH2:7][C:6]1([C:3]2[CH:4]=[CH:5][S:1][CH:2]=2)[CH:10]=[CH:11][CH:12]=[CH:13][CH2:14]1)(=[O:17])[CH3:16].